Dataset: Full USPTO retrosynthesis dataset with 1.9M reactions from patents (1976-2016). Task: Predict the reactants needed to synthesize the given product. (1) The reactants are: [Cl:1][C:2]1[CH:7]=[CH:6][C:5]([C:8]2[N:12]([CH:13]3[CH2:15][CH2:14]3)[C:11](=[O:16])[N:10]([CH2:17][C:18](O)=[O:19])[N:9]=2)=[CH:4][CH:3]=1.[Cl:21][C:22]1[CH:23]=[C:24]([C:29]([NH2:32])([CH3:31])[CH3:30])[CH:25]=[C:26]([Cl:28])[CH:27]=1.C1C=CC2N(O)N=NC=2C=1.CCN=C=NCCCN(C)C.Cl. Given the product [Cl:1][C:2]1[CH:7]=[CH:6][C:5]([C:8]2[N:12]([CH:13]3[CH2:14][CH2:15]3)[C:11](=[O:16])[N:10]([CH2:17][C:18]([NH:32][C:29]([C:24]3[CH:25]=[C:26]([Cl:28])[CH:27]=[C:22]([Cl:21])[CH:23]=3)([CH3:30])[CH3:31])=[O:19])[N:9]=2)=[CH:4][CH:3]=1, predict the reactants needed to synthesize it. (2) The reactants are: C([O:5][C:6](=[O:37])[C:7]1[CH:12]=[C:11]([C:13]2[N:17]([CH3:18])[N:16]=[N:15][N:14]=2)[CH:10]=[C:9]([NH:19][C:20]([NH:22][CH2:23][CH2:24][CH2:25][CH2:26][N:27]([CH2:29][C:30]2[CH:35]=[CH:34][C:33]([F:36])=[CH:32][CH:31]=2)[CH3:28])=[O:21])[CH:8]=1)(C)(C)C.[ClH:38]. Given the product [ClH:38].[F:36][C:33]1[CH:32]=[CH:31][C:30]([CH2:29][N:27]([CH3:28])[CH2:26][CH2:25][CH2:24][CH2:23][NH:22][C:20](=[O:21])[NH:19][C:9]2[CH:8]=[C:7]([CH:12]=[C:11]([C:13]3[N:17]([CH3:18])[N:16]=[N:15][N:14]=3)[CH:10]=2)[C:6]([OH:37])=[O:5])=[CH:35][CH:34]=1, predict the reactants needed to synthesize it. (3) Given the product [Cl:7][C:6]1[N:5]([CH3:8])[N:4]=[C:3]([CH3:9])[C:2]=1[C:28]1[CH:29]=[C:30]2[C:22]([C@@H:20]([C:12]3[C:13]([O:18][CH3:19])=[CH:14][CH:15]=[C:16]([F:17])[C:11]=3[Cl:10])[CH3:21])=[CH:23][NH:24][C:25]2=[N:26][CH:27]=1, predict the reactants needed to synthesize it. The reactants are: Br[C:2]1[C:3]([CH3:9])=[N:4][N:5]([CH3:8])[C:6]=1[Cl:7].[Cl:10][C:11]1[C:16]([F:17])=[CH:15][CH:14]=[C:13]([O:18][CH3:19])[C:12]=1[C@H:20]([C:22]1[C:30]2[C:25](=[N:26][CH:27]=[C:28](B3OC(C)(C)C(C)(C)O3)[CH:29]=2)[NH:24][CH:23]=1)[CH3:21].C(=O)([O-])[O-].[K+].[K+].